Dataset: Full USPTO retrosynthesis dataset with 1.9M reactions from patents (1976-2016). Task: Predict the reactants needed to synthesize the given product. (1) Given the product [Br:1][C:2]1[CH:3]=[C:4]([NH:8][S:16]([CH3:15])(=[O:18])=[O:17])[CH:5]=[N:6][CH:7]=1, predict the reactants needed to synthesize it. The reactants are: [Br:1][C:2]1[CH:3]=[C:4]([NH2:8])[CH:5]=[N:6][CH:7]=1.N1C=CC=CC=1.[CH3:15][S:16](Cl)(=[O:18])=[O:17]. (2) Given the product [Cl:1][C:2]1[C:10]([Cl:11])=[CH:9][CH:8]=[CH:7][C:3]=1[C:4]([NH:21][CH2:20][CH:19]([C:16]1[CH:17]=[N:18][C:13]([CH3:12])=[N:14][CH:15]=1)[CH2:22][CH:23]1[CH2:25][CH2:24]1)=[O:6], predict the reactants needed to synthesize it. The reactants are: [Cl:1][C:2]1[C:10]([Cl:11])=[CH:9][CH:8]=[CH:7][C:3]=1[C:4]([OH:6])=O.[CH3:12][C:13]1[N:18]=[CH:17][C:16]([CH:19]([CH2:22][CH:23]2[CH2:25][CH2:24]2)[CH2:20][NH2:21])=[CH:15][N:14]=1. (3) Given the product [NH2:8][C:9]1([CH2:13][NH:14][C:15]2[C:24]3[C:19](=[CH:20][CH:21]=[C:22]([CH3:25])[CH:23]=3)[N:18]=[C:17]([N:26]3[CH2:32][CH2:31][C:30]([F:34])([F:33])[C:29]4[CH:35]=[CH:36][CH:37]=[CH:38][C:28]=4[CH2:27]3)[N:16]=2)[CH2:10][O:11][CH2:12]1, predict the reactants needed to synthesize it. The reactants are: C([N:8](CC1C=CC=CC=1)[C:9]1([CH2:13][NH:14][C:15]2[C:24]3[C:19](=[CH:20][CH:21]=[C:22]([CH3:25])[CH:23]=3)[N:18]=[C:17]([N:26]3[CH2:32][CH2:31][C:30]([F:34])([F:33])[C:29]4[CH:35]=[CH:36][CH:37]=[CH:38][C:28]=4[CH2:27]3)[N:16]=2)[CH2:12][O:11][CH2:10]1)C1C=CC=CC=1. (4) Given the product [NH2:27][C:28]1[C:29]([C:37]#[N:38])=[N:30][C:31]([C:11]2[CH:12]=[CH:13][C:8]([O:7][CH2:6][O:5][CH2:4][CH2:3][O:2][CH3:1])=[C:9]([C:23]([F:24])([F:25])[F:26])[CH:10]=2)=[CH:32][C:33]=1[NH:34][CH3:35], predict the reactants needed to synthesize it. The reactants are: [CH3:1][O:2][CH2:3][CH2:4][O:5][CH2:6][O:7][C:8]1[CH:13]=[CH:12][C:11](B2OC(C)(C)C(C)(C)O2)=[CH:10][C:9]=1[C:23]([F:26])([F:25])[F:24].[NH2:27][C:28]1[C:29]([C:37]#[N:38])=[N:30][C:31](Cl)=[CH:32][C:33]=1[NH:34][CH3:35].C1(P(C2CCCCC2)C2CCCCC2)CCCCC1.P([O-])([O-])([O-])=O.[K+].[K+].[K+]. (5) Given the product [CH3:2][O:3][C:4]1[CH:9]=[CH:8][C:7]([S:10][CH2:11][CH2:12][NH:13][C:15](=[O:16])[O:17][CH3:18])=[CH:6][CH:5]=1, predict the reactants needed to synthesize it. The reactants are: Cl.[CH3:2][O:3][C:4]1[CH:9]=[CH:8][C:7]([S:10][CH2:11][CH2:12][NH2:13])=[CH:6][CH:5]=1.Cl[C:15]([O:17][CH3:18])=[O:16].C(N(CC)CC)C. (6) Given the product [I:26][C:4]1[CH:3]=[CH:2][C:1]([N:7]2[CH2:10][CH:9]([O:11][CH2:12][CH2:13][O:14][CH:15]3[CH2:20][CH2:19][CH2:18][CH2:17][O:16]3)[CH2:8]2)=[CH:6][CH:5]=1, predict the reactants needed to synthesize it. The reactants are: [C:1]1([N:7]2[CH2:10][CH:9]([O:11][CH2:12][CH2:13][O:14][CH:15]3[CH2:20][CH2:19][CH2:18][CH2:17][O:16]3)[CH2:8]2)[CH:6]=[CH:5][CH:4]=[CH:3][CH:2]=1.C(=O)(O)[O-].[Na+].[I:26]I.O.S([O-])([O-])(=O)=S.[Na+].[Na+]. (7) Given the product [F:10][C:8]([F:9])([F:11])[C:7]1[C:2]2[N:1]=[C:17]([CH2:18][CH:19]3[CH2:20][N:21]([C:23]([O:25][C:26]([CH3:28])([CH3:29])[CH3:27])=[O:24])[CH2:22]3)[NH:16][C:3]=2[CH:4]=[C:5]([C:12]([F:14])([F:15])[F:13])[CH:6]=1, predict the reactants needed to synthesize it. The reactants are: [NH2:1][C:2]1[C:7]([C:8]([F:11])([F:10])[F:9])=[CH:6][C:5]([C:12]([F:15])([F:14])[F:13])=[CH:4][C:3]=1[NH:16][C:17](=O)[CH2:18][CH:19]1[CH2:22][N:21]([C:23]([O:25][C:26]([CH3:29])([CH3:28])[CH3:27])=[O:24])[CH2:20]1.C(O)(=O)C. (8) Given the product [Cl:3][C:4]1[N:9]=[CH:8][C:7]([CH2:10][N:11]2[C:21]([CH3:22])=[CH:20][C:19](=[O:23])[N:13]3[N:14]=[C:15]([S:17][CH3:18])[N:16]=[C:12]23)=[CH:6][CH:5]=1, predict the reactants needed to synthesize it. The reactants are: [H-].[Na+].[Cl:3][C:4]1[N:9]=[CH:8][C:7]([CH2:10][NH:11][C:12]2[N:16]=[C:15]([S:17][CH3:18])[NH:14][N:13]=2)=[CH:6][CH:5]=1.[C:19](Cl)(=[O:23])[C:20]#[C:21][CH3:22].O. (9) Given the product [C:1]([O:5][C:6]([N:8]1[CH2:13][CH2:12][N:11]2[C:14]([CH2:19][CH3:20])=[N:15][C:16]([CH2:17][OH:18])=[C:10]2[CH:9]1[CH2:21][CH2:22][C:23]1[CH:24]=[CH:25][C:26]([C:29]([F:30])([F:32])[F:31])=[CH:27][CH:28]=1)=[O:7])([CH3:2])([CH3:3])[CH3:4], predict the reactants needed to synthesize it. The reactants are: [C:1]([O:5][C:6]([N:8]1[CH2:13][CH2:12][N:11]2[C:14]([CH2:19][CH3:20])=[N:15][C:16]([CH:17]=[O:18])=[C:10]2[CH:9]1[CH2:21][CH2:22][C:23]1[CH:28]=[CH:27][C:26]([C:29]([F:32])([F:31])[F:30])=[CH:25][CH:24]=1)=[O:7])([CH3:4])([CH3:3])[CH3:2].CC(C[AlH]CC(C)C)C.C1COCC1.